Dataset: Reaction yield outcomes from USPTO patents with 853,638 reactions. Task: Predict the reaction yield, written as a fraction of the theoretical maximum amount of product (1.0 means a 100% yield; for example, 0.34 means a 34% yield). (1) The catalyst is CC#N. The reactants are ClC1C(Cl)=CC=CC=1N1CCCN([CH2:16][CH2:17][CH2:18][CH2:19][O:20][C:21]2[CH:30]=[C:29]3[C:24]([CH:25]=[CH:26][C:27](=[O:31])[NH:28]3)=[CH:23][CH:22]=2)CC1.[Na+].[I-].[N:34]1([C:40]2[C:45]3[O:46][CH2:47][C:48](=[O:50])[NH:49][C:44]=3[CH:43]=[CH:42][CH:41]=2)[CH2:39][CH2:38][NH:37][CH2:36][CH2:35]1.C([O-])([O-])=O.[K+].[K+]. The product is [O:31]=[C:27]1[CH2:26][CH2:25][C:24]2[C:29](=[CH:30][C:21]([O:20][CH2:19][CH2:18][CH2:17][CH2:16][N:37]3[CH2:38][CH2:39][N:34]([C:40]4[C:45]5[O:46][CH2:47][C:48](=[O:50])[NH:49][C:44]=5[CH:43]=[CH:42][CH:41]=4)[CH2:35][CH2:36]3)=[CH:22][CH:23]=2)[NH:28]1. The yield is 0.340. (2) The reactants are [Br:1][C:2]1[C:7]([NH2:8])=[CH:6][C:5]([Cl:9])=[CH:4][N:3]=1.[C:10]([C:14]1[CH:19]=[CH:18][C:17]([S:20](Cl)(=[O:22])=[O:21])=[CH:16][CH:15]=1)([CH3:13])([CH3:12])[CH3:11]. The catalyst is N1C=CC=CC=1. The yield is 0.660. The product is [Br:1][C:2]1[C:7]([NH:8][S:20]([C:17]2[CH:18]=[CH:19][C:14]([C:10]([CH3:13])([CH3:12])[CH3:11])=[CH:15][CH:16]=2)(=[O:22])=[O:21])=[CH:6][C:5]([Cl:9])=[CH:4][N:3]=1. (3) The catalyst is C(Cl)Cl. The reactants are [Cl:1][C:2]1[N:3]=[C:4]([N:14]2[CH2:19][CH2:18][O:17][CH2:16][CH2:15]2)[C:5]2[N:10]=[C:9]([C:11]([OH:13])=O)[S:8][C:6]=2[N:7]=1.C(Cl)(=O)C(Cl)=O.CCN(CC)CC.[NH:33]1[CH2:36][CH:35]([N:37]2[CH2:42][CH2:41][O:40][CH2:39][CH2:38]2)[CH2:34]1. The product is [Cl:1][C:2]1[N:3]=[C:4]([N:14]2[CH2:19][CH2:18][O:17][CH2:16][CH2:15]2)[C:5]2[N:10]=[C:9]([C:11]([N:33]3[CH2:36][CH:35]([N:37]4[CH2:42][CH2:41][O:40][CH2:39][CH2:38]4)[CH2:34]3)=[O:13])[S:8][C:6]=2[N:7]=1. The yield is 0.630. (4) The reactants are [Cl-].O[NH3+:3].[C:4](=[O:7])([O-])[OH:5].[Na+].[Si]([O:16][CH:17]([CH3:49])[CH:18]([N:20]1[C:25](=[O:26])[C:24]([CH2:27][C:28]2[CH:33]=[CH:32][C:31]([C:34]3[C:35]([C:40]#[N:41])=[CH:36][CH:37]=[CH:38][CH:39]=3)=[CH:30][CH:29]=2)=[C:23]([CH2:42][CH2:43][CH3:44])[N:22]2[N:45]=[C:46]([CH3:48])[N:47]=[C:21]12)[CH3:19])(C(C)(C)C)(C)C.CC(OI1(OC(C)=O)(OC(C)=O)OC(=O)C2C=CC=CC1=2)=O.S([O-])([O-])(=O)=S.[Na+].[Na+]. The catalyst is C(#N)C.CS(C)=O. The product is [CH3:48][C:46]1[N:47]=[C:21]2[N:20]([CH:18]([CH3:19])[C:17](=[O:16])[CH3:49])[C:25](=[O:26])[C:24]([CH2:27][C:28]3[CH:33]=[CH:32][C:31]([C:34]4[CH:39]=[CH:38][CH:37]=[CH:36][C:35]=4[C:40]4[NH:41][C:4](=[O:7])[O:5][N:3]=4)=[CH:30][CH:29]=3)=[C:23]([CH2:42][CH2:43][CH3:44])[N:22]2[N:45]=1. The yield is 0.370. (5) The reactants are Br[C:2]1[CH:3]=[C:4]2[C:9](=[CH:10][CH:11]=1)[N:8]=[CH:7][C:6]([C:12](=[O:14])[CH3:13])=[C:5]2[NH:15][C:16]1[CH:17]=[N:18][C:19]([NH:22][CH2:23][CH2:24][N:25]([CH3:27])[CH3:26])=[CH:20][CH:21]=1.[Cl:28][C:29]1[CH:34]=[C:33](B2OC(C)(C)C(C)(C)O2)[CH:32]=[C:31]([Cl:44])[C:30]=1[OH:45]. No catalyst specified. The product is [Cl:28][C:29]1[CH:34]=[C:33]([C:2]2[CH:3]=[C:4]3[C:9](=[CH:10][CH:11]=2)[N:8]=[CH:7][C:6]([C:12](=[O:14])[CH3:13])=[C:5]3[NH:15][C:16]2[CH:17]=[N:18][C:19]([NH:22][CH2:23][CH2:24][N:25]([CH3:27])[CH3:26])=[CH:20][CH:21]=2)[CH:32]=[C:31]([Cl:44])[C:30]=1[OH:45]. The yield is 0.330. (6) The reactants are [Br:1][C:2]1[S:3][C:4]2[CH2:10][CH2:9][CH2:8][C:7](=[O:11])[C:5]=2[CH:6]=1.[Cl:12][C:13]1[CH:18]=[CH:17][C:16]([Mg]Br)=[CH:15][CH:14]=1.CCOCC.[NH4+].[Cl-]. The catalyst is CCOC(C)=O.O1CCCC1. The product is [Br:1][C:2]1[S:3][C:4]2[CH2:10][CH2:9][CH2:8][C:7]([C:16]3[CH:17]=[CH:18][C:13]([Cl:12])=[CH:14][CH:15]=3)([OH:11])[C:5]=2[CH:6]=1. The yield is 0.850. (7) The yield is 0.341. The product is [Br:18][C:15]1[CH:16]=[CH:17][C:12]([N:8]2[C:7]3[C:19](=[O:21])[NH:2][C:3](=[O:4])[NH:5][C:6]=3[CH:10]=[C:9]2[Cl:11])=[CH:13][CH:14]=1. The reactants are [Na].[NH2:2][C:3]([NH:5][C:6]1[CH:10]=[C:9]([Cl:11])[N:8]([C:12]2[CH:17]=[CH:16][C:15]([Br:18])=[CH:14][CH:13]=2)[C:7]=1[C:19]([O:21]CC)=O)=[O:4]. The catalyst is C(O)C.